Dataset: Cav3 T-type calcium channel HTS with 100,875 compounds. Task: Binary Classification. Given a drug SMILES string, predict its activity (active/inactive) in a high-throughput screening assay against a specified biological target. (1) The compound is O=C(Nc1cc(c(n2nnnc2)cc1)C)C1N(CCC1)C(=O)Nc1c(OCC)cccc1. The result is 0 (inactive). (2) The result is 0 (inactive). The molecule is O1C2C(C(C1CC2)C(O)=O)C(=O)NCc1c(nn(c1)C)C.